This data is from Full USPTO retrosynthesis dataset with 1.9M reactions from patents (1976-2016). The task is: Predict the reactants needed to synthesize the given product. (1) Given the product [CH3:1][Si:5]([CH3:20])([CH3:19])[O:6][C:7](=[CH2:8])[N:42]=[CH2:40], predict the reactants needed to synthesize it. The reactants are: [C:1]([Si:5]([CH3:20])([CH3:19])[O:6][CH2:7][CH2:8]OC1C=CC(Cl)=CC=1C=O)(C)(C)C.C[Si](C)(C)N[Si](C)(C)C.C([Li])CCC.C[Si](Cl)(C)C.[CH2:40]([N:42](CC)CC)C.C(Cl)(=O)C. (2) Given the product [Br:15][CH2:16][CH2:17][CH2:18][CH2:19][CH2:20][CH2:21][CH2:22][CH2:23][CH2:24][CH2:25][CH2:26][CH2:27][CH2:28][CH2:29][CH2:30][CH2:31][C:9]1[CH:10]=[CH:11][CH:12]=[CH:13][C:8]=1[O:7][CH2:1][CH2:2][CH2:3][CH2:4][CH2:5][CH3:6], predict the reactants needed to synthesize it. The reactants are: [CH2:1]([O:7][C:8]1[CH:13]=[CH:12][CH:11]=[CH:10][C:9]=1O)[CH2:2][CH2:3][CH2:4][CH2:5][CH3:6].[Br:15][CH2:16][CH2:17][CH2:18][CH2:19][CH2:20][CH2:21][CH2:22][CH2:23][CH2:24][CH2:25][CH2:26][CH2:27][CH2:28][CH2:29][CH2:30][CH2:31]O.C(P(CCCC)CCCC)CCC.N(C(N1CCCCC1)=O)=NC(N1CCCCC1)=O. (3) Given the product [CH2:12]([N:1]1[C:9]2[C:4](=[N:5][CH:6]=[CH:7][CH:8]=2)[CH:3]=[CH:2]1)[C:13]1[CH:18]=[CH:17][CH:16]=[CH:15][CH:14]=1, predict the reactants needed to synthesize it. The reactants are: [NH:1]1[C:9]2[C:4](=[N:5][CH:6]=[CH:7][CH:8]=2)[CH:3]=[CH:2]1.[H-].[Na+].[CH2:12](Br)[C:13]1[CH:18]=[CH:17][CH:16]=[CH:15][CH:14]=1. (4) Given the product [C:40]([O:44][C:45]([N:47]1[CH2:52][CH2:51][CH:50]([CH2:53][CH2:54][CH2:8][C:7]2[CH:6]=[CH:5][C:4]([C:2]#[N:3])=[CH:29][CH:28]=2)[CH2:49][CH2:48]1)=[O:46])([CH3:43])([CH3:42])[CH3:41], predict the reactants needed to synthesize it. The reactants are: [Cl-].[C:2]([C:4]1[CH:29]=[CH:28][C:7]([CH2:8][P+](C2C=CC=CC=2)(C2C=CC=CC=2)C2C=CC=CC=2)=[CH:6][CH:5]=1)#[N:3].C[Si]([N-][Si](C)(C)C)(C)C.[Li+].[C:40]([O:44][C:45]([N:47]1[CH2:52][CH2:51][CH:50]([CH2:53][CH:54]=O)[CH2:49][CH2:48]1)=[O:46])([CH3:43])([CH3:42])[CH3:41].